Dataset: Forward reaction prediction with 1.9M reactions from USPTO patents (1976-2016). Task: Predict the product of the given reaction. Given the reactants [S:1]1[CH2:6][CH2:5][CH:4]([CH2:7][NH2:8])[CH2:3][CH2:2]1.Cl[C:10]1[CH:11]=[CH:12][C:13]2[N:14]([C:16]([C:19]3[CH:24]=[CH:23][CH:22]=[C:21]([O:25][C:26]([F:29])([F:28])[F:27])[CH:20]=3)=[CH:17][N:18]=2)[N:15]=1.CCN(C(C)C)C(C)C.[F-].[Cs+], predict the reaction product. The product is: [S:1]1[CH2:6][CH2:5][CH:4]([CH2:7][NH:8][C:10]2[CH:11]=[CH:12][C:13]3[N:14]([C:16]([C:19]4[CH:24]=[CH:23][CH:22]=[C:21]([O:25][C:26]([F:27])([F:29])[F:28])[CH:20]=4)=[CH:17][N:18]=3)[N:15]=2)[CH2:3][CH2:2]1.